Dataset: Forward reaction prediction with 1.9M reactions from USPTO patents (1976-2016). Task: Predict the product of the given reaction. (1) Given the reactants [CH3:1][C:2]1[CH:3]=[C:4]2[C:8](=[CH:9][CH:10]=1)[NH:7][C:6](=[O:11])[C:5]2=O.[NH2:13][C:14]1[CH:22]=[C:21]2[C:17]([CH:18]=[N:19][NH:20]2)=[CH:16][CH:15]=1, predict the reaction product. The product is: [NH:20]1[C:21]2[C:17](=[CH:16][CH:15]=[C:14]([N:13]=[C:5]3[C:4]4[C:8](=[CH:9][CH:10]=[C:2]([CH3:1])[CH:3]=4)[NH:7][C:6]3=[O:11])[CH:22]=2)[CH:18]=[N:19]1. (2) Given the reactants [CH:1]([C:3]1[N:4]([CH2:21][CH2:22][O:23][CH3:24])/[C:5](=[N:9]/[C:10]([C:12]23[CH2:19][CH:18]4[CH2:20][CH:14]([CH2:15][CH:16]2[CH2:17]4)[CH2:13]3)=[O:11])/[S:6][C:7]=1[CH3:8])=[O:2].[BH4-].[Na+], predict the reaction product. The product is: [OH:2][CH2:1][C:3]1[N:4]([CH2:21][CH2:22][O:23][CH3:24])/[C:5](=[N:9]/[C:10]([C:12]23[CH2:19][CH:18]4[CH2:20][CH:14]([CH2:15][CH:16]2[CH2:17]4)[CH2:13]3)=[O:11])/[S:6][C:7]=1[CH3:8].